This data is from NCI-60 drug combinations with 297,098 pairs across 59 cell lines. The task is: Regression. Given two drug SMILES strings and cell line genomic features, predict the synergy score measuring deviation from expected non-interaction effect. (1) Drug 1: CC1=CC=C(C=C1)C2=CC(=NN2C3=CC=C(C=C3)S(=O)(=O)N)C(F)(F)F. Drug 2: CC(C)CN1C=NC2=C1C3=CC=CC=C3N=C2N. Cell line: IGROV1. Synergy scores: CSS=-0.0650, Synergy_ZIP=0.671, Synergy_Bliss=0.0425, Synergy_Loewe=-0.547, Synergy_HSA=-0.901. (2) Drug 1: C1=CC(=C2C(=C1NCCNCCO)C(=O)C3=C(C=CC(=C3C2=O)O)O)NCCNCCO. Drug 2: C1CC(C1)(C(=O)O)C(=O)O.[NH2-].[NH2-].[Pt+2]. Cell line: HS 578T. Synergy scores: CSS=40.1, Synergy_ZIP=-4.02, Synergy_Bliss=-0.992, Synergy_Loewe=-3.46, Synergy_HSA=4.77. (3) Drug 1: CCN(CC)CCNC(=O)C1=C(NC(=C1C)C=C2C3=C(C=CC(=C3)F)NC2=O)C. Drug 2: CC(C)(C#N)C1=CC(=CC(=C1)CN2C=NC=N2)C(C)(C)C#N. Cell line: HOP-92. Synergy scores: CSS=-1.20, Synergy_ZIP=2.06, Synergy_Bliss=1.12, Synergy_Loewe=-2.19, Synergy_HSA=-2.62. (4) Drug 1: C1CCN(CC1)CCOC2=CC=C(C=C2)C(=O)C3=C(SC4=C3C=CC(=C4)O)C5=CC=C(C=C5)O. Drug 2: C(CC(=O)O)C(=O)CN.Cl. Cell line: U251. Synergy scores: CSS=5.08, Synergy_ZIP=-2.25, Synergy_Bliss=-1.16, Synergy_Loewe=-1.30, Synergy_HSA=-0.739. (5) Drug 1: C1=CN(C=N1)CC(O)(P(=O)(O)O)P(=O)(O)O. Drug 2: CC1CCCC2(C(O2)CC(NC(=O)CC(C(C(=O)C(C1O)C)(C)C)O)C(=CC3=CSC(=N3)C)C)C. Cell line: KM12. Synergy scores: CSS=46.5, Synergy_ZIP=3.11, Synergy_Bliss=1.41, Synergy_Loewe=-18.4, Synergy_HSA=1.04. (6) Drug 1: C1CC(=O)NC(=O)C1N2CC3=C(C2=O)C=CC=C3N. Drug 2: C1=CN(C=N1)CC(O)(P(=O)(O)O)P(=O)(O)O. Cell line: RPMI-8226. Synergy scores: CSS=4.42, Synergy_ZIP=-5.37, Synergy_Bliss=-6.44, Synergy_Loewe=-8.95, Synergy_HSA=-8.70.